This data is from Full USPTO retrosynthesis dataset with 1.9M reactions from patents (1976-2016). The task is: Predict the reactants needed to synthesize the given product. (1) Given the product [NH2:45][C@@H:42]1[CH2:43][CH2:44][N:40]([S:34]([NH:37][C:30]([C:16]2[C:17]([N:19]3[CH2:23][CH2:22][CH2:21][CH:20]3[C:24]3[CH:29]=[CH:28][CH:27]=[CH:26][CH:25]=3)=[N:18][C:13]([C:4]3[CH:5]=[C:6]([O:8][CH2:9][CH:10]([CH3:11])[CH3:12])[CH:7]=[C:2]([F:1])[CH:3]=3)=[CH:14][CH:15]=2)=[O:31])(=[O:36])=[O:35])[CH2:41]1, predict the reactants needed to synthesize it. The reactants are: [F:1][C:2]1[CH:3]=[C:4]([C:13]2[N:18]=[C:17]([N:19]3[CH2:23][CH2:22][CH2:21][CH:20]3[C:24]3[CH:29]=[CH:28][CH:27]=[CH:26][CH:25]=3)[C:16]([C:30](O)=[O:31])=[CH:15][CH:14]=2)[CH:5]=[C:6]([O:8][CH2:9][CH:10]([CH3:12])[CH3:11])[CH:7]=1.Cl[S:34]([N:37]=C=O)(=[O:36])=[O:35].[NH:40]1[CH2:44][CH2:43][C@@H:42]([NH:45]C(=O)OC(C)(C)C)[CH2:41]1.C(N(CC)CC)C.Cl. (2) Given the product [CH3:1][O:2][C:3]1[C:4]([O:19][P:26]2[O:30][C:29]([C:37]3[CH:42]=[CH:41][CH:40]=[CH:39][CH:38]=3)([C:31]3[CH:36]=[CH:35][CH:34]=[CH:33][CH:32]=3)[C:28]([C:49]3[CH:54]=[CH:53][CH:52]=[CH:51][CH:50]=3)([C:43]3[CH:48]=[CH:47][CH:46]=[CH:45][CH:44]=3)[O:27]2)=[C:5]([C:10]2[CH:15]=[C:14]([CH3:16])[CH:13]=[C:12]([CH3:17])[C:11]=2[O:18][P:26]2[O:30][C:22]([C:37]3[CH:42]=[CH:41][CH:40]=[CH:39][CH:38]=3)([C:21]3[CH:20]=[CH:29][CH:28]=[CH:49][CH:50]=3)[C:23]([C:36]3[CH:31]=[CH:32][CH:33]=[CH:34][CH:35]=3)([C:43]3[CH:48]=[CH:47][CH:46]=[CH:45][CH:44]=3)[O:27]2)[CH:6]=[C:7]([CH3:9])[CH:8]=1, predict the reactants needed to synthesize it. The reactants are: [CH3:1][O:2][C:3]1[CH:8]=[C:7]([CH3:9])[CH:6]=[C:5]([C:10]2[C:11]([OH:18])=[C:12]([CH3:17])[CH:13]=[C:14]([CH3:16])[CH:15]=2)[C:4]=1[OH:19].[CH2:20]([Li])[CH2:21][CH2:22][CH3:23].Cl[P:26]1[O:30][C:29]([C:37]2[CH:42]=[CH:41][CH:40]=[CH:39][CH:38]=2)([C:31]2[CH:36]=[CH:35][CH:34]=[CH:33][CH:32]=2)[C:28]([C:49]2[CH:54]=[CH:53][CH:52]=[CH:51][CH:50]=2)([C:43]2[CH:48]=[CH:47][CH:46]=[CH:45][CH:44]=2)[O:27]1. (3) Given the product [Cl:1][C:2]1[CH:3]=[C:4]([O:25][CH2:26][C:27]([OH:29])=[O:28])[CH:5]=[CH:6][C:7]=1[C:8]1[N:12]=[C:11]([C:13]2[CH:18]=[CH:17][C:16]([O:19][CH:20]([CH3:22])[CH3:21])=[C:15]([C:23]#[N:24])[CH:14]=2)[O:10][N:9]=1, predict the reactants needed to synthesize it. The reactants are: [Cl:1][C:2]1[CH:3]=[C:4]([O:25][CH2:26][C:27]([O:29]CC)=[O:28])[CH:5]=[CH:6][C:7]=1[C:8]1[N:12]=[C:11]([C:13]2[CH:18]=[CH:17][C:16]([O:19][CH:20]([CH3:22])[CH3:21])=[C:15]([C:23]#[N:24])[CH:14]=2)[O:10][N:9]=1.[OH-].[Na+].